This data is from Catalyst prediction with 721,799 reactions and 888 catalyst types from USPTO. The task is: Predict which catalyst facilitates the given reaction. (1) Reactant: [F:1][C:2]1[N:7]=[CH:6][C:5]([NH2:8])=[CH:4][CH:3]=1.C([Mg]Cl)(C)C.[CH:14]1([C:17]2[NH:21][N:20]=[C:19]([NH:22][C:23]3[C:24]4[CH2:41][CH2:40][CH2:39][C:25]=4[N:26]=[C:27]([N:29]4[CH2:33][CH2:32][C@H:31]([OH:34])[CH:30]4[C:35](OC)=[O:36])[N:28]=3)[CH:18]=2)[CH2:16][CH2:15]1. Product: [CH:14]1([C:17]2[NH:21][N:20]=[C:19]([NH:22][C:23]3[C:24]4[CH2:41][CH2:40][CH2:39][C:25]=4[N:26]=[C:27]([N:29]4[CH2:33][CH2:32][C@H:31]([OH:34])[C@@H:30]4[C:35]([NH:8][C:5]4[CH:6]=[N:7][C:2]([F:1])=[CH:3][CH:4]=4)=[O:36])[N:28]=3)[CH:18]=2)[CH2:16][CH2:15]1. The catalyst class is: 1. (2) Reactant: [C:1]([C:5]1[N:10]=[C:9]([N:11]2[CH2:16][CH2:15][N:14]([CH2:17][CH2:18][CH2:19][CH2:20][NH2:21])[CH2:13][CH2:12]2)[CH:8]=[C:7]([C:22]([F:25])([F:24])[F:23])[N:6]=1)([CH3:4])([CH3:3])[CH3:2].C1N=CN([C:31](N2C=NC=C2)=[O:32])C=1.[CH2:38]([CH:45]1[NH:50][CH2:49][CH2:48][N:47]([CH:51]2[CH2:53][CH2:52]2)[CH2:46]1)[C:39]1[CH:44]=[CH:43][CH:42]=[CH:41][CH:40]=1. Product: [CH2:38]([CH:45]1[CH2:46][N:47]([CH:51]2[CH2:52][CH2:53]2)[CH2:48][CH2:49][N:50]1[C:31]([NH:21][CH2:20][CH2:19][CH2:18][CH2:17][N:14]1[CH2:15][CH2:16][N:11]([C:9]2[CH:8]=[C:7]([C:22]([F:24])([F:25])[F:23])[N:6]=[C:5]([C:1]([CH3:4])([CH3:2])[CH3:3])[N:10]=2)[CH2:12][CH2:13]1)=[O:32])[C:39]1[CH:40]=[CH:41][CH:42]=[CH:43][CH:44]=1. The catalyst class is: 147. (3) Reactant: [C:1]([O:5][C:6](=[O:22])[CH:7]([C:15]1[CH:20]=[CH:19][C:18]([CH3:21])=[CH:17][CH:16]=1)[C:8]([O:10][C:11]([CH3:14])([CH3:13])[CH3:12])=[O:9])([CH3:4])([CH3:3])[CH3:2].[Br:23]N1C(=O)CCC1=O. Product: [C:11]([O:10][C:8](=[O:9])[CH:7]([C:15]1[CH:20]=[CH:19][C:18]([CH2:21][Br:23])=[CH:17][CH:16]=1)[C:6]([O:5][C:1]([CH3:2])([CH3:3])[CH3:4])=[O:22])([CH3:13])([CH3:14])[CH3:12]. The catalyst class is: 340. (4) Reactant: [NH2:1][C:2]1[CH:7]=[C:6]([C:8]2[CH:13]=[CH:12][C:11]([Cl:14])=[CH:10][C:9]=2[Cl:15])[NH:5][C:4](=[S:16])[N:3]=1.I[CH2:18][CH3:19].C(=O)(O)[O-].[Na+].O. Product: [Cl:15][C:9]1[CH:10]=[C:11]([Cl:14])[CH:12]=[CH:13][C:8]=1[C:6]1[N:5]=[C:4]([S:16][CH2:18][CH3:19])[N:3]=[C:2]([NH2:1])[CH:7]=1. The catalyst class is: 16. (5) Reactant: [C:1]1([CH:7]([C:35]2[CH:40]=[CH:39][CH:38]=[CH:37][CH:36]=2)[CH2:8][NH:9][C:10]2[N:18]=[C:17]([C:19](OC)=[O:20])[N:16]=[C:15]3[C:11]=2[N:12]=[CH:13][N:14]3[C@H:23]2[C@H:27]([OH:28])[C@H:26]([OH:29])[C@@H:25]([C:30]([NH:32][CH2:33][CH3:34])=[O:31])[O:24]2)[CH:6]=[CH:5][CH:4]=[CH:3][CH:2]=1.[CH2:41]([N:48]1[CH2:53][CH2:52][CH:51]([NH2:54])[CH2:50][CH2:49]1)[C:42]1[CH:47]=[CH:46][CH:45]=[CH:44][CH:43]=1. Product: [CH2:41]([N:48]1[CH2:53][CH2:52][CH:51]([NH:54][C:19]([C:17]2[N:16]=[C:15]3[C:11]([N:12]=[CH:13][N:14]3[C@H:23]3[C@H:27]([OH:28])[C@H:26]([OH:29])[C@@H:25]([C:30]([NH:32][CH2:33][CH3:34])=[O:31])[O:24]3)=[C:10]([NH:9][CH2:8][CH:7]([C:1]3[CH:2]=[CH:3][CH:4]=[CH:5][CH:6]=3)[C:35]3[CH:40]=[CH:39][CH:38]=[CH:37][CH:36]=3)[N:18]=2)=[O:20])[CH2:50][CH2:49]1)[C:42]1[CH:43]=[CH:44][CH:45]=[CH:46][CH:47]=1. The catalyst class is: 4. (6) Reactant: C([O:3][P:4]([CH2:9][CH2:10][CH2:11][CH2:12][C:13]([F:25])([F:24])[C:14]([F:23])([F:22])[C:15]([F:21])([F:20])[C:16]([F:19])([F:18])[F:17])([O:6]CC)=[O:5])C.Br[Si](C)(C)C. Product: [P:4]([CH2:9][CH2:10][CH2:11][CH2:12][C:13]([F:24])([F:25])[C:14]([F:22])([F:23])[C:15]([F:20])([F:21])[C:16]([F:17])([F:18])[F:19])([OH:5])([OH:6])=[O:3]. The catalyst class is: 98. (7) Reactant: Br.[NH2:2][C:3]1[N:7]2[C:8](SC)=[N:9][CH:10]=[C:11]([Cl:12])[C:6]2=[N:5][N:4]=1.[C:15](OCC)(=[O:18])C=C.C[O-].[Na+].C(O)(=O)C. Product: [NH2:2][C:3]1[N:7]=[C:6]2[N:5]([C:8]([O:18][CH3:15])=[N:9][CH:10]=[C:11]2[Cl:12])[N:4]=1. The catalyst class is: 5.